From a dataset of Forward reaction prediction with 1.9M reactions from USPTO patents (1976-2016). Predict the product of the given reaction. (1) Given the reactants Cl.[NH2:2][C@H:3]1[CH2:8][CH2:7][C@H:6]([NH:9][C:10]([C:12]2[C:16]3[N:17]=[CH:18][N:19]=[C:20]([C:21]4[C:29]5[O:28][CH2:27][O:26][C:25]=5[CH:24]=[CH:23][C:22]=4[O:30][CH2:31][CH:32]4[CH2:34][CH2:33]4)[C:15]=3[NH:14][C:13]=2[CH3:35])=[O:11])[CH2:5][CH2:4]1.C([O:39][CH2:40][C:41](Cl)=[O:42])(=O)C, predict the reaction product. The product is: [CH:32]1([CH2:31][O:30][C:22]2[CH:23]=[CH:24][C:25]3[O:26][CH2:27][O:28][C:29]=3[C:21]=2[C:20]2[C:15]3[NH:14][C:13]([CH3:35])=[C:12]([C:10]([NH:9][C@H:6]4[CH2:7][CH2:8][C@H:3]([NH:2][C:40](=[O:39])[CH2:41][OH:42])[CH2:4][CH2:5]4)=[O:11])[C:16]=3[N:17]=[CH:18][N:19]=2)[CH2:34][CH2:33]1. (2) Given the reactants C[O:2][C:3]([C:5]1[CH:6]=[CH:7][CH:8]=[C:9]2[C:14]=1[O:13][C:12]([C:15]1[CH:20]=[CH:19][CH:18]=[CH:17][CH:16]=1)=[C:11]([C:21]1[CH:26]=[CH:25][C:24]([C:27]3([NH:31][C:32]([O:34][C:35]([CH3:38])([CH3:37])[CH3:36])=[O:33])[CH2:30][CH2:29][CH2:28]3)=[CH:23][CH:22]=1)[C:10]2=[O:39])=[O:4].[OH-].[Li+], predict the reaction product. The product is: [C:35]([O:34][C:32]([NH:31][C:27]1([C:24]2[CH:23]=[CH:22][C:21]([C:11]3[C:10](=[O:39])[C:9]4[C:14](=[C:5]([C:3]([OH:4])=[O:2])[CH:6]=[CH:7][CH:8]=4)[O:13][C:12]=3[C:15]3[CH:20]=[CH:19][CH:18]=[CH:17][CH:16]=3)=[CH:26][CH:25]=2)[CH2:28][CH2:29][CH2:30]1)=[O:33])([CH3:38])([CH3:36])[CH3:37].